This data is from Drug-target binding data from BindingDB using IC50 measurements. The task is: Regression. Given a target protein amino acid sequence and a drug SMILES string, predict the binding affinity score between them. We predict pIC50 (pIC50 = -log10(IC50 in M); higher means more potent). Dataset: bindingdb_ic50. (1) The drug is Cc1c(-c2nc(-c3ccccc3)no2)oc2cccc(OC3CCNCC3)c12. The target protein (Q8ILW6) has sequence MNDDKKDFVGRDLYQLIRNAKDKIKIDYKFWYTQPVPKINDEFDENVNEPFISDNKVEDVRKEEYKLPSGYAWCVCDITKENDRSDIYNLLTDNYVEDDDNVFRFNYSSEFLLWALSSPNYVKNWHIGVKYESTNKLVGFISAIPIDMCVNKNIIKMAEVNFLCVHKSLRSKRLAPVLIKEITRRINLESIWQAIYTAGVYLPKPISTARYFHRSINVKKLIEIGFSCLNTRLTMSRAIKLYRIDDTLNIKNLRLMKKKDIDGLQKLLNEHLKQYNLHAIFSKEDVAHWFTPIDQVIYTYVNEENGEIKDLISFYSLPSKVLGNNKYNILNAAFSFYNITTTTTFKNLIQDAICLAKRNNFDVFNALEVMDNYSVFQDLKFGEGDGSLKYYLYNWKCASCHPSKIGIVLL. The pIC50 is 4.8. (2) The small molecule is CC(C)(C)S(=O)(=O)c1ccc2nccc(Nc3n[nH]c4ccc(F)cc34)c2c1. The target protein sequence is MNGDAICSALPHIPYHKLADLHYLSRGASGTVSSARHADWRVRVAVKHLHIHTPLLDSERNDILREAEILHKARFSYILPILGICNEPEFLGIVTEYMPNGSLNELLHRKTEYPEIAWPLRFRILHEIALGVNYLHNMNPPLLHHDLKTQNILLDNEFHVKIADFGLSKWRMMSLSQSRSYKSAPEGGTIIYMPPENYEPGQKSRASVKHDIYSYAVIMWEVLSRKQPFEEVTNPLQIMYSVSQGHRPNTSEENLPFDIPHRGLMISLIQSGWAQNPDERPSFLKCLIELEPVLRTFEDITFLEAVIQLKKSKIQSASSTIHLCDKKMDLSLNIPASHPPQEESCGSSLLSRNAGSPGTSRSLSAPQDKGFFHGGPQDCSSSKAYHCPGNHSWDGIISVSQEAAFCDRRASSCSLTVIRPLLVEKSSERPQPGIAQQWIQSKREAIVSQMTEACLNQSLDALLSRDLIMKEDYELISTKPTRTAKVRQLLDTSDIQGEEF.... The pIC50 is 8.7. (3) The compound is CC(C)Cc1c(C(=O)C(N)=O)c2c(OCC(=O)O)cc3ccccc3c2n1Cc1ccccc1. The target protein (Q9BZM2) has sequence MKKFFTVAILAGSVLSTAHGSLLNLKAMVEAVTGRSAILSFVGYGCYCGLGGRGQPKDEVDWCCHAHDCCYQELFDQGCHPYVDHYDHTIENNTEIVCSDLNKTECDKQTCMCDKNMVLCLMNQTYREEYRGFLNVYCQGPTPNCSIYEPPPEEVTCSHQSPAPPAPP. The pIC50 is 7.0. (4) The drug is CCCC1=N[C@@H](CCCCN2C[C@H](Cc3ccccc3)N(CCC3C4CC5CC(C4)CC3C5)C2=S)CN1. The target protein (P35398) has sequence MESAPAAPDPAASEPGSSGADAAAGSRETPLNQESARKSEPPAPVRRQSYSSTSRGISVTKKTHTSQIEIIPCKICGDKSSGIHYGVITCEGCKGFFRRSQQSNATYSCPRQKNCLIDRTSRNRCQHCRLQKCLAVGMSRDAVKFGRMSKKQRDSLYAEVQKHRMQQQQRDHQQQPGEAEPLTPTYNISANGLTELHDDLSNYIDGHTPEGSKADSAVSSFYLDIQPSPDQSGLDINGIKPEPICDYTPASGFFPYCSFTNGETSPTVSMAELEHLAQNISKSHLETCQYLREELQQITWQTFLQEEIENYQNKQREVMWQLCAIKITEAIQYVVEFAKRIDGFMELCQNDQIVLLKAGSLEVVFIRMCRAFDSQNNTVYFDGKYASPDVFKSLGCEDFISFVFEFGKSLCSMHLTEDEIALFSAFVLMSADRSWLQEKVKIEKLQQKIQLALQHVLQKNHREDGILTKLICKVSTLRALCGRHTEKLMAFKAIYPDIVR.... The pIC50 is 5.1. (5) The compound is OC[C@@H]1[C@@H](O)[C@H](O)[C@@H](O)CN1CCCCCOCc1ccc(-c2ccc(F)nc2)cc1. The target protein (Q9HCG7) has sequence MGTQDPGNMGTGVPASEQISCAKEDPQVYCPEETGGTKDVQVTDCKSPEDSRPPKETDCCNPEDSGQLMVSYEGKAMGYQVPPFGWRICLAHEFTEKRKPFQANNVSLSNMIKHIGMGLRYLQWWYRKTHVEKKTPFIDMINSVPLRQIYGCPLGGIGGGTITRGWRGQFCRWQLNPGMYQHRTVIADQFTVCLRREGQTVYQQVLSLERPSVLRSWNWGLCGYFAFYHALYPRAWTVYQLPGQNVTLTCRQITPILPHDYQDSSLPVGVFVWDVENEGDEALDVSIMFSMRNGLGGGDDAPGGLWNEPFCLERSGETVRGLLLHHPTLPNPYTMAVAARVTAATTVTHITAFDPDSTGQQVWQDLLQDGQLDSPTGQSTPTQKGVGIAGAVCVSSKLRPRGQCRLEFSLAWDMPRIMFGAKGQVHYRRYTRFFGQDGDAAPALSHYALCRYAEWEERISAWQSPVLDDRSLPAWYKSALFNELYFLADGGTVWLEVLED.... The pIC50 is 8.3. (6) The small molecule is O=C(c1ccc2ccccc2n1)N1CCN(c2ccccc2O)CC1. The target protein sequence is MSRRLNNILEHISIQGNDGETVRAVKRDVAMAALTNQFTMSVESMRQIMTYLLYEMVEGLEGRESTVRMLPSYVYKADPKRATGVFYALDLGGTNFRVLRVACKEGAVVDSSTSAFKIPKYALEGNATDLFGFIASNVKKTMETRAPEDLNRTVPLGFTFSFPVEQTKVNRGVLIRWTKGFSTKGVQGNDVIALLQAAFGRVSLKVNVVALCNDTVGTLISHYFKDPEVQVGVIIGTGSNACYFETASAVTKDPAVAARGSALTPINMESGNFDSKYRFVLPTTKFDLDIDDASLNKGQQALEKMISGMYLGEIARRVIVHLSSINCLPAALQTALGNRGSFESRFAGMISADRMPGLQFTRSTIQKVCGVDVQSIEDLRIIRDVCRLVRGRAAQLSASFCCAPLVKTQTQGRATIAIDGSVFEKIPSFRRVLQDNINRILGPECDVRAVLAKDGSGIGAAFISAMVVNDK. The pIC50 is 2.2. (7) The compound is N=C(N)N1CCCC(C[C@H](NC(=O)CN2C(=O)CN(CCCc3ccccc3)C(=O)[C@H]2Cc2cccc(Cl)c2)C(=O)c2nccs2)C1. The target protein (P07477) has sequence MNPLLILTFVAAALAAPFDDDDKIVGGYNCEENSVPYQVSLNSGYHFCGGSLINEQWVVSAGHCYKSRIQVRLGEHNIEVLEGNEQFINAAKIIRHPQYDRKTLNNDIMLIKLSSRAVINARVSTISLPTAPPATGTKCLISGWGNTASSGADYPDELQCLDAPVLSQAKCEASYPGKITSNMFCVGFLEGGKDSCQGDSGGPVVCNGQLQGVVSWGDGCAQKNKPGVYTKVYNYVKWIKNTIAANS. The pIC50 is 5.3. (8) The compound is O=C(Cc1ccccc1)Nc1n[nH]c2ccc(N3CCCS3(=O)=O)cc12. The target protein (P11802) has sequence MATSRYEPVAEIGVGAYGTVYKARDPHSGHFVALKSVRVPNGGGGGGGLPISTVREVALLRRLEAFEHPNVVRLMDVCATSRTDREIKVTLVFEHVDQDLRTYLDKAPPPGLPAETIKDLMRQFLRGLDFLHANCIVHRDLKPENILVTSGGTVKLADFGLARIYSYQMALTPVVVTLWYRAPEVLLQSTYATPVDMWSVGCIFAEMFRRKPLFCGNSEADQLGKIFDLIGLPPEDDWPRDVSLPRGAFPPRGPRPVQSVVPEMEESGAQLLLEMLTFNPHKRISAFRALQHSYLHKDEGNPE. The pIC50 is 5.4. (9) The compound is CCCOc1ccc(-c2cc(-c3cc(Cl)cc(Cl)c3)nn2Cc2ccc(C(=O)NCCC(=O)O)cc2)cc1Cl. The target protein (P48546) has sequence MTTSPILQLLLRLSLCGLLLQRAETGSKGQTAGELYQRWERYRRECQETLAAAEPPSGLACNGSFDMYVCWDYAAPNATARASCPWYLPWHHHVAAGFVLRQCGSDGQWGLWRDHTQCENPEKNEAFLDQRLILERLQVMYTVGYSLSLATLLLALLILSLFRRLHCTRNYIHINLFTSFMLRAAAILSRDRLLPRPGPYLGDQALALWNQALAACRTAQIVTQYCVGANYTWLLVEGVYLHSLLVLVGGSEEGHFRYYLLLGWGAPALFVIPWVIVRYLYENTQCWERNEVKAIWWIIRTPILMTILINFLIFIRILGILLSKLRTRQMRCRDYRLRLARSTLTLVPLLGVHEVVFAPVTEEQARGALRFAKLGFEIFLSSFQGFLVSVLYCFINKEVQSEIRRGWHHCRLRRSLGEEQRQLPERAFRALPSGSGPGEVPTSRGLSSGTLPGPGNEASRELESYC. The pIC50 is 5.5. (10) The compound is CN(CCC=C1c2ccccc2CCc2ccccc21)[C@H]1CCCC[C@@H]1C(=O)O. The target protein (P31651) has sequence MDRKVAVHEDGYPVVSWVPEEGEMMDQKGKDQVKDRGQWTNKMEFVLSVAGEIIGLGNVWRFPYLCYKNGGGAFFIPYFIFFFSCGIPVFFLEVALGQYSSQGSVTAWRKICPLLQGIGMASVVIESYLNIYYIIILAWALFYLFSSFTWELPWTTCTNSWNTEHCVDFLNHSSARGVSSSENFTSPVMEFWERRVLGITSGIHDLGSLRWELALCLLLAWIICYFCIWKGVKSTGKVVYFTATFPYLMLIILLIRGVTLPGAYQGIVFYLKPDLLRLKDPQVWMDAGTQIFFSFAICQGCLTALGSYNKYHNNCYRDSIALCFLNSATSFVAGFVVFSILGFMSQEQGIPISEVAESGPGLAFIAFPKAVTMMPLSQLWSCLFFIMLLFLGLDSQFVCMECLVTASMDMFPQQLRKSGRRDVLILAISVLCYLMGLLLVTEGGMYIFQLFDYYASSGICLLFLSLFEVICIGWVYGADRFYDNVEDMIGYRPWPLVKIS.... The pIC50 is 3.9.